This data is from Forward reaction prediction with 1.9M reactions from USPTO patents (1976-2016). The task is: Predict the product of the given reaction. (1) Given the reactants [Cl:1][C:2]1[CH:7]=[C:6]([C:8]2[N:12]=[C:11]([C:13]3[N:14]=[C:15]4[C:20]([Cl:21])=[CH:19][C:18]([C:22]([F:25])([F:24])[F:23])=[CH:17][N:16]4[CH:26]=3)[O:10][N:9]=2)[C:5]([Cl:27])=[CH:4][C:3]=1[OH:28].[OH-].[Na+].Br[CH2:32][CH:33]([OH:35])[CH3:34], predict the reaction product. The product is: [Cl:1][C:2]1[CH:7]=[C:6]([C:8]2[N:12]=[C:11]([C:13]3[N:14]=[C:15]4[C:20]([Cl:21])=[CH:19][C:18]([C:22]([F:23])([F:25])[F:24])=[CH:17][N:16]4[CH:26]=3)[O:10][N:9]=2)[C:5]([Cl:27])=[CH:4][C:3]=1[O:28][CH2:32][CH:33]([OH:35])[CH3:34]. (2) The product is: [F:20][C:17]([F:18])([F:19])[C:14]1[CH:13]=[CH:12][C:11]([C:8]2([OH:21])[CH2:9][CH2:10][NH:6][CH2:7]2)=[CH:16][CH:15]=1. Given the reactants C(OC([N:6]1[CH2:10][CH2:9][C:8]([OH:21])([C:11]2[CH:16]=[CH:15][C:14]([C:17]([F:20])([F:19])[F:18])=[CH:13][CH:12]=2)[CH2:7]1)=O)C.[OH-].[K+], predict the reaction product. (3) Given the reactants [C:1]([O:5][C:6]([NH:8][C:9]1[CH:10]=[CH:11][C:12]([C:15](OCC)=[O:16])=[N:13][CH:14]=1)=[O:7])([CH3:4])([CH3:3])[CH3:2].[H-].[Al+3].[Li+].[H-].[H-].[H-].O.[OH-].[Na+], predict the reaction product. The product is: [OH:16][CH2:15][C:12]1[N:13]=[CH:14][C:9]([NH:8][C:6](=[O:7])[O:5][C:1]([CH3:3])([CH3:2])[CH3:4])=[CH:10][CH:11]=1. (4) Given the reactants [OH:1][C:2]1[C:11]2[C:6](=[CH:7][CH:8]=[CH:9][CH:10]=2)[C:5]([NH:12][S:13]([C:16]2[S:17][CH:18]=[CH:19][CH:20]=2)(=[O:15])=[O:14])=[CH:4][C:3]=1[S:21]CC(O)=O.[C:26]([OH:35])(=[O:34])[C:27]1[C:28](=[CH:30][CH:31]=[CH:32][CH:33]=1)S, predict the reaction product. The product is: [OH:1][C:2]1[C:11]2[C:6](=[CH:7][CH:8]=[CH:9][CH:10]=2)[C:5]([NH:12][S:13]([C:16]2[S:17][CH:18]=[CH:19][CH:20]=2)(=[O:14])=[O:15])=[CH:4][C:3]=1[S:21][C:33]1[CH:32]=[CH:31][CH:30]=[CH:28][C:27]=1[C:26]([OH:35])=[O:34]. (5) Given the reactants [N:1]([CH2:4][C:5]([NH:7][CH2:8][C:9]1[CH:17]=[CH:16][CH:15]=[C:14]2[C:10]=1[C:11](=[O:27])[N:12]([CH:19]1[CH2:24][CH2:23][C:22](=[O:25])[NH:21][C:20]1=[O:26])[C:13]2=[O:18])=[O:6])=[N+]=[N-].[H][H].[ClH:30], predict the reaction product. The product is: [ClH:30].[NH2:1][CH2:4][C:5]([NH:7][CH2:8][C:9]1[CH:17]=[CH:16][CH:15]=[C:14]2[C:10]=1[C:11](=[O:27])[N:12]([CH:19]1[CH2:24][CH2:23][C:22](=[O:25])[NH:21][C:20]1=[O:26])[C:13]2=[O:18])=[O:6].